Dataset: Retrosynthesis with 50K atom-mapped reactions and 10 reaction types from USPTO. Task: Predict the reactants needed to synthesize the given product. (1) Given the product COC(=O)C1CCN(C(=O)OC)C(CC2CCCCC2)C1, predict the reactants needed to synthesize it. The reactants are: COC(=O)C1CCNC(CC2CCCCC2)C1.COC(=O)Cl. (2) The reactants are: C#Cc1ccc(-c2ccc(Cl)cc2)cn1.Clc1cc(Br)ccc1OCCN1CCCC1. Given the product Clc1ccc(-c2ccc(C#Cc3ccc(OCCN4CCCC4)c(Cl)c3)nc2)cc1, predict the reactants needed to synthesize it. (3) The reactants are: [N-]=[N+]=NCc1ccccc1-c1csnn1. Given the product NCc1ccccc1-c1csnn1, predict the reactants needed to synthesize it.